Dataset: Reaction yield outcomes from USPTO patents with 853,638 reactions. Task: Predict the reaction yield, written as a fraction of the theoretical maximum amount of product (1.0 means a 100% yield; for example, 0.34 means a 34% yield). (1) The reactants are Cl[CH2:2][C:3]([N:5]([CH3:7])[CH3:6])=[O:4].[NH2:8][C:9]([NH2:11])=[S:10]. The catalyst is CC(C)=O. The product is [C:9]([S:10][CH2:2][C:3]([N:5]([CH3:7])[CH3:6])=[O:4])(=[NH:8])[NH2:11]. The yield is 0.910. (2) The reactants are [N:1]1[C:10]2[CH:9]([NH:11][CH2:12][CH2:13][CH2:14][CH2:15][CH2:16][NH:17][C:18](=[O:24])[O:19][C:20]([CH3:23])([CH3:22])[CH3:21])[CH2:8][CH2:7][CH2:6][C:5]=2[CH:4]=[CH:3][CH:2]=1.[N:25]1[C:26]([CH:34]=O)=[CH:27][N:28]2[CH:33]=[CH:32][CH:31]=[CH:30][C:29]=12.C(O)(=O)C.C(O[BH-](OC(=O)C)OC(=O)C)(=O)C.[Na+].C(=O)([O-])[O-].[Na+].[Na+]. The catalyst is ClCCCl. The product is [N:25]1[C:26]([CH2:34][N:11]([CH:9]2[C:10]3[N:1]=[CH:2][CH:3]=[CH:4][C:5]=3[CH2:6][CH2:7][CH2:8]2)[CH2:12][CH2:13][CH2:14][CH2:15][CH2:16][NH:17][C:18](=[O:24])[O:19][C:20]([CH3:21])([CH3:23])[CH3:22])=[CH:27][N:28]2[CH:33]=[CH:32][CH:31]=[CH:30][C:29]=12. The yield is 0.440.